From a dataset of NCI-60 drug combinations with 297,098 pairs across 59 cell lines. Regression. Given two drug SMILES strings and cell line genomic features, predict the synergy score measuring deviation from expected non-interaction effect. (1) Drug 1: CC1=CC=C(C=C1)C2=CC(=NN2C3=CC=C(C=C3)S(=O)(=O)N)C(F)(F)F. Cell line: T-47D. Drug 2: C(=O)(N)NO. Synergy scores: CSS=-3.59, Synergy_ZIP=4.55, Synergy_Bliss=3.36, Synergy_Loewe=0.109, Synergy_HSA=-3.44. (2) Drug 1: CCC1=C2CN3C(=CC4=C(C3=O)COC(=O)C4(CC)O)C2=NC5=C1C=C(C=C5)O. Drug 2: CN(CC1=CN=C2C(=N1)C(=NC(=N2)N)N)C3=CC=C(C=C3)C(=O)NC(CCC(=O)O)C(=O)O. Cell line: DU-145. Synergy scores: CSS=28.2, Synergy_ZIP=-12.1, Synergy_Bliss=-7.18, Synergy_Loewe=-5.46, Synergy_HSA=-2.14.